Dataset: Peptide-MHC class II binding affinity with 134,281 pairs from IEDB. Task: Regression. Given a peptide amino acid sequence and an MHC pseudo amino acid sequence, predict their binding affinity value. This is MHC class II binding data. (1) The peptide sequence is FALLAGFMAYMIGQT. The MHC is DRB1_1501 with pseudo-sequence DRB1_1501. The binding affinity (normalized) is 0.544. (2) The peptide sequence is NYELSKKAVIFTPIY. The MHC is DRB4_0101 with pseudo-sequence DRB4_0103. The binding affinity (normalized) is 0.546.